Dataset: Catalyst prediction with 721,799 reactions and 888 catalyst types from USPTO. Task: Predict which catalyst facilitates the given reaction. (1) Reactant: [C:1]1([C:7](=[N:14][CH:15]([CH2:23][CH2:24][CH:25]=[CH2:26])[C:16]([O:18][C:19]([CH3:22])([CH3:21])[CH3:20])=[O:17])[C:8]2[CH:13]=[CH:12][CH:11]=[CH:10][CH:9]=2)[CH:6]=[CH:5][CH:4]=[CH:3][CH:2]=1.C1COCC1.C[Si]([N-][Si](C)(C)C)(C)C.[Na+].I[CH2:43][CH2:44][CH2:45][CH2:46][B:47]1[O:51][C:50]([CH3:53])([CH3:52])[C:49]([CH3:55])([CH3:54])[O:48]1. Product: [C:1]1([C:7](=[N:14][C:15]([CH2:43][CH2:44][CH2:45][CH2:46][B:47]2[O:51][C:50]([CH3:53])([CH3:52])[C:49]([CH3:54])([CH3:55])[O:48]2)([CH2:23][CH2:24][CH:25]=[CH2:26])[C:16]([O:18][C:19]([CH3:20])([CH3:21])[CH3:22])=[O:17])[C:8]2[CH:9]=[CH:10][CH:11]=[CH:12][CH:13]=2)[CH:2]=[CH:3][CH:4]=[CH:5][CH:6]=1. The catalyst class is: 27. (2) Reactant: [NH2:1][C@@H:2]([CH2:4][OH:5])[CH3:3].CCN(C(C)C)C(C)C.[F:15][C:16]1[CH:21]=[CH:20][C:19]([NH:22][C:23]([C:25]2[N:29]([CH3:30])[CH:28]=[C:27]([S:31](Cl)(=[O:33])=[O:32])[CH:26]=2)=[O:24])=[CH:18][C:17]=1[CH3:35]. Product: [F:15][C:16]1[CH:21]=[CH:20][C:19]([NH:22][C:23]([C:25]2[N:29]([CH3:30])[CH:28]=[C:27]([S:31](=[O:33])(=[O:32])[NH:1][C@H:2]([CH3:3])[CH2:4][OH:5])[CH:26]=2)=[O:24])=[CH:18][C:17]=1[CH3:35]. The catalyst class is: 4. (3) Reactant: [F:1][C:2]1[CH:3]=[C:4]([NH:21][C:22]([C:24]2[C:25](=[O:45])[N:26]([C:39]3[CH:44]=[CH:43][CH:42]=[CH:41][CH:40]=3)[N:27]([CH2:30][C@H:31]([O:33][C:34](=[O:38])[C@@H:35]([NH2:37])[CH3:36])[CH3:32])[C:28]=2[CH3:29])=[O:23])[CH:5]=[CH:6][C:7]=1[O:8][C:9]1[C:18]2[C:13](=[CH:14][C:15]([O:19][CH3:20])=[CH:16][CH:17]=2)[N:12]=[CH:11][CH:10]=1.[ClH:46]. Product: [ClH:46].[F:1][C:2]1[CH:3]=[C:4]([NH:21][C:22]([C:24]2[C:25](=[O:45])[N:26]([C:39]3[CH:40]=[CH:41][CH:42]=[CH:43][CH:44]=3)[N:27]([CH2:30][C@H:31]([O:33][C:34](=[O:38])[C@@H:35]([NH2:37])[CH3:36])[CH3:32])[C:28]=2[CH3:29])=[O:23])[CH:5]=[CH:6][C:7]=1[O:8][C:9]1[C:18]2[C:13](=[CH:14][C:15]([O:19][CH3:20])=[CH:16][CH:17]=2)[N:12]=[CH:11][CH:10]=1. The catalyst class is: 25.